Task: Predict the product of the given reaction.. Dataset: Forward reaction prediction with 1.9M reactions from USPTO patents (1976-2016) (1) Given the reactants [Cl:1][C:2]1[CH:3]=[C:4]([CH:6]=[CH:7][C:8]=1[O:9][C:10]1[C:19]2[C:14](=[CH:15][C:16]([O:22][CH3:23])=[C:17]([O:20][CH3:21])[CH:18]=2)[N:13]=[CH:12][CH:11]=1)[NH2:5].C(O)C.[CH3:27][C:28]1[CH:29]=[C:30]([C:34]([N:36]=[C:37]=[S:38])=[O:35])[CH:31]=[CH:32][CH:33]=1, predict the reaction product. The product is: [Cl:1][C:2]1[CH:3]=[C:4]([NH:5][C:37]([NH:36][C:34](=[O:35])[C:30]2[CH:31]=[CH:32][CH:33]=[C:28]([CH3:27])[CH:29]=2)=[S:38])[CH:6]=[CH:7][C:8]=1[O:9][C:10]1[C:19]2[C:14](=[CH:15][C:16]([O:22][CH3:23])=[C:17]([O:20][CH3:21])[CH:18]=2)[N:13]=[CH:12][CH:11]=1. (2) Given the reactants Cl.[CH3:2][CH:3]1[CH2:8][CH:7]([C:9]([NH:11][CH2:12][CH2:13][NH:14][C:15]([C:17]2[C:18]([C:28]([F:31])([F:30])[F:29])=[N:19][N:20]([C:22]3[CH:27]=[CH:26][CH:25]=[CH:24][CH:23]=3)[CH:21]=2)=[O:16])=[O:10])[CH2:6][CH2:5][NH:4]1.[N:32]1([C:37](Cl)=[O:38])[CH2:36][CH2:35][CH2:34][CH2:33]1.CCN(C(C)C)C(C)C.CN(C=O)C, predict the reaction product. The product is: [CH3:2][CH:3]1[CH2:8][CH:7]([C:9]([NH:11][CH2:12][CH2:13][NH:14][C:15]([C:17]2[C:18]([C:28]([F:31])([F:29])[F:30])=[N:19][N:20]([C:22]3[CH:27]=[CH:26][CH:25]=[CH:24][CH:23]=3)[CH:21]=2)=[O:16])=[O:10])[CH2:6][CH2:5][N:4]1[C:37]([N:32]1[CH2:36][CH2:35][CH2:34][CH2:33]1)=[O:38]. (3) Given the reactants [Cl:1][C:2]1[CH:7]=[C:6]([Cl:8])[CH:5]=[CH:4][C:3]=1[C:9]1[CH:14]=[C:13](F)[CH:12]=[CH:11][C:10]=1[N+:16]([O-:18])=[O:17].[NH2:19][CH2:20][CH2:21][NH:22][C:23]1[CH:28]=[CH:27][C:26]([C:29]#[N:30])=[CH:25][N:24]=1.C(N(CC)C(C)C)(C)C, predict the reaction product. The product is: [Cl:1][C:2]1[CH:7]=[C:6]([Cl:8])[CH:5]=[CH:4][C:3]=1[C:9]1[C:10]([N+:16]([O-:18])=[O:17])=[CH:11][CH:12]=[C:13]([NH:19][CH2:20][CH2:21][NH:22][C:23]2[CH:28]=[CH:27][C:26]([C:29]#[N:30])=[CH:25][N:24]=2)[CH:14]=1. (4) Given the reactants [F:1][C:2]([F:23])([C:19]([F:22])([F:21])[F:20])[C:3](O)=[CH:4][C:5]([C:7]1[CH:17]=[CH:16][C:10]2[O:11][CH2:12][C:13](=[O:15])[NH:14][C:9]=2[CH:8]=1)=O.Cl.[F:25][C:26]1[CH:31]=[CH:30][C:29]([NH:32][NH2:33])=[CH:28][CH:27]=1, predict the reaction product. The product is: [F:25][C:26]1[CH:31]=[CH:30][C:29]([N:32]2[C:5]([C:7]3[CH:17]=[CH:16][C:10]4[O:11][CH2:12][C:13](=[O:15])[NH:14][C:9]=4[CH:8]=3)=[CH:4][C:3]([C:2]([F:23])([F:1])[C:19]([F:22])([F:21])[F:20])=[N:33]2)=[CH:28][CH:27]=1.